This data is from Reaction yield outcomes from USPTO patents with 853,638 reactions. The task is: Predict the reaction yield, written as a fraction of the theoretical maximum amount of product (1.0 means a 100% yield; for example, 0.34 means a 34% yield). The reactants are [CH2:1]([N:6]1[C:14]2[C:9](=[CH:10][CH:11]=[CH:12][CH:13]=2)[C:8](=[O:15])[C:7]1=[O:16])[CH2:2][CH2:3][CH2:4][CH3:5].[CH2:17]1[O:25][C:24]2[C:19](=[CH:20][CH:21]=[C-:22][CH:23]=2)[O:18]1.[Mg+2].[Br-]. The catalyst is C1COCC1. The product is [O:18]1[C:19]2[CH:20]=[CH:21][C:22]([C:8]3([OH:15])[C:9]4[C:14](=[CH:13][CH:12]=[CH:11][CH:10]=4)[N:6]([CH2:1][CH2:2][CH2:3][CH2:4][CH3:5])[C:7]3=[O:16])=[CH:23][C:24]=2[O:25][CH2:17]1. The yield is 0.710.